Dataset: Full USPTO retrosynthesis dataset with 1.9M reactions from patents (1976-2016). Task: Predict the reactants needed to synthesize the given product. (1) Given the product [NH2:8][CH:9]([C:32]([O:34][CH3:35])=[O:33])[CH2:10][C:11]1[CH:31]=[CH:30][C:14]([O:15][C:16]2[CH:29]=[CH:28][C:19]([CH:20]=[C:21]3[S:25][C:24](=[O:26])[NH:23][C:22]3=[O:27])=[CH:18][CH:17]=2)=[CH:13][CH:12]=1, predict the reactants needed to synthesize it. The reactants are: C(OC([NH:8][CH:9]([C:32]([O:34][CH3:35])=[O:33])[CH2:10][C:11]1[CH:31]=[CH:30][C:14]([O:15][C:16]2[CH:29]=[CH:28][C:19]([CH:20]=[C:21]3[S:25][C:24](=[O:26])[NH:23][C:22]3=[O:27])=[CH:18][CH:17]=2)=[CH:13][CH:12]=1)=O)(C)(C)C. (2) The reactants are: [Cl:1][C:2]1[C:6]2[CH:7]=[CH:8][CH:9]=[CH:10][C:5]=2[O:4][C:3]=1[CH2:11][NH:12][CH3:13].[O:14]=[C:15]1[NH:21][C:20]2[CH:22]=[CH:23][C:24]([CH:26]=[CH:27][C:28]([OH:30])=O)=[CH:25][C:19]=2[CH2:18][O:17][CH2:16]1. Given the product [Cl:1][C:2]1[C:6]2[CH:7]=[CH:8][CH:9]=[CH:10][C:5]=2[O:4][C:3]=1[CH2:11][N:12]([CH3:13])[C:28](=[O:30])/[CH:27]=[CH:26]/[C:24]1[CH:23]=[CH:22][C:20]2[NH:21][C:15](=[O:14])[CH2:16][O:17][CH2:18][C:19]=2[CH:25]=1, predict the reactants needed to synthesize it. (3) The reactants are: [CH2:1]([O:3][C:4]([C@@H:6]1[CH2:10][C@@H:9](SC2C=CC=CC=2)[CH2:8][C@H:7]1[C:18]([N:20]1[CH2:25][CH2:24][O:23][CH2:22][CH2:21]1)=[O:19])=[O:5])[CH3:2].Cl[C:27]1[CH:32]=[CH:31][CH:30]=[C:29](C(OO)=O)[CH:28]=1.[OH:37][S:38]([O-:40])=O.[Na+]. Given the product [CH2:1]([O:3][C:4]([C@@H:6]1[CH2:10][C@@H:9]([S:38]([C:27]2[CH:28]=[CH:29][CH:30]=[CH:31][CH:32]=2)(=[O:40])=[O:37])[CH2:8][C@H:7]1[C:18]([N:20]1[CH2:21][CH2:22][O:23][CH2:24][CH2:25]1)=[O:19])=[O:5])[CH3:2], predict the reactants needed to synthesize it. (4) Given the product [Br:31][C:32]1[CH:37]=[CH:36][N:35]2[C:38]([C:41]([NH:12][C:10]3[CH:9]=[CH:8][CH:7]=[C:6]4[C:11]=3[C:3]([CH2:1][CH3:2])=[N:4][N:5]4[CH2:13][C:14]3[CH:18]=[CH:17][N:16]([CH2:19][CH3:20])[N:15]=3)=[O:42])=[CH:39][N:40]=[C:34]2[CH:33]=1, predict the reactants needed to synthesize it. The reactants are: [CH2:1]([C:3]1[C:11]2[C:10]([NH2:12])=[CH:9][CH:8]=[CH:7][C:6]=2[N:5]([CH2:13][C:14]2[CH:18]=[CH:17][N:16]([CH2:19][CH3:20])[N:15]=2)[N:4]=1)[CH3:2].C[Si]([N-][Si](C)(C)C)(C)C.[Li+].[Br:31][C:32]1[CH:37]=[CH:36][N:35]2[C:38]([C:41](OC)=[O:42])=[CH:39][N:40]=[C:34]2[CH:33]=1.